From a dataset of Reaction yield outcomes from USPTO patents with 853,638 reactions. Predict the reaction yield, written as a fraction of the theoretical maximum amount of product (1.0 means a 100% yield; for example, 0.34 means a 34% yield). (1) The catalyst is C(O)(=O)C. The product is [O:10]1[C:14]2[CH:15]=[CH:16][C:17]([C:19]3[NH:9][C:8]4[N:7]([N:6]=[CH:5][C:4]=4[CH2:1][CH2:2][CH3:3])[C:21](=[O:22])[CH:20]=3)=[CH:18][C:13]=2[O:12][CH2:11]1. The reactants are [CH2:1]([C:4]1[CH:5]=[N:6][NH:7][C:8]=1[NH2:9])[CH2:2][CH3:3].[O:10]1[C:14]2[CH:15]=[CH:16][C:17]([C:19](=O)[CH2:20][C:21](OCC)=[O:22])=[CH:18][C:13]=2[O:12][CH2:11]1. The yield is 0.100. (2) The reactants are F[C:2]1[CH:18]=[CH:17][C:5]([C:6]([C:8]2[CH:13]=[CH:12][C:11]([N+:14]([O-:16])=[O:15])=[CH:10][CH:9]=2)=[O:7])=[CH:4][CH:3]=1.[NH:19]1[CH2:24][CH2:23][O:22][CH2:21][CH2:20]1.C(=O)([O-])[O-].[K+].[K+]. The catalyst is CS(C)=O.O. The product is [O:22]1[CH2:23][CH2:24][N:19]([C:2]2[CH:18]=[CH:17][C:5]([C:6]([C:8]3[CH:13]=[CH:12][C:11]([N+:14]([O-:16])=[O:15])=[CH:10][CH:9]=3)=[O:7])=[CH:4][CH:3]=2)[CH2:20][CH2:21]1. The yield is 0.910. (3) The reactants are CO[CH:3]([O:6][CH3:7])[O:4][CH3:5].[O:8]1[CH2:13][CH2:12]C(=O)[CH2:10][CH2:9]1.[I:15]I. No catalyst specified. The product is [I:15][CH:10]1[C:3]([O:4][CH3:5])([O:6][CH3:7])[CH2:12][CH2:13][O:8][CH2:9]1. The yield is 0.820. (4) The product is [F:1][C:2]1[CH:17]=[C:16]([F:18])[CH:15]=[CH:14][C:3]=1[NH:4][C:5]1[C:6]([NH2:11])=[CH:7][CH:8]=[CH:9][CH:10]=1. The catalyst is CO.[Pd]. The reactants are [F:1][C:2]1[CH:17]=[C:16]([F:18])[CH:15]=[CH:14][C:3]=1[NH:4][C:5]1[CH:10]=[CH:9][CH:8]=[CH:7][C:6]=1[N+:11]([O-])=O. The yield is 0.930. (5) The reactants are [CH3:1][O:2][C:3]1[CH:8]=[CH:7][CH:6]=[CH:5][C:4]=1[C:9]1[C:17]2[C:12](=[N:13][CH:14]=[C:15](B3OC(C)(C)C(C)(C)O3)[CH:16]=2)[N:11]([S:27]([C:30]2[CH:35]=[CH:34][C:33]([CH3:36])=[CH:32][CH:31]=2)(=[O:29])=[O:28])[CH:10]=1.[CH2:37]([O:39][C:40](=[O:48])[C:41]1[CH:46]=[C:45](Br)[CH:44]=[N:43][CH:42]=1)[CH3:38].C([O-])(O)=O.[Na+]. The catalyst is C(#N)C. The product is [CH2:37]([O:39][C:40](=[O:48])[C:41]1[CH:46]=[C:45]([C:15]2[CH:16]=[C:17]3[C:9]([C:4]4[CH:5]=[CH:6][CH:7]=[CH:8][C:3]=4[O:2][CH3:1])=[CH:10][N:11]([S:27]([C:30]4[CH:35]=[CH:34][C:33]([CH3:36])=[CH:32][CH:31]=4)(=[O:28])=[O:29])[C:12]3=[N:13][CH:14]=2)[CH:44]=[N:43][CH:42]=1)[CH3:38]. The yield is 0.690. (6) The reactants are Br[C:2]1[CH:3]=[C:4]2[C:9](=[C:10]([CH3:12])[CH:11]=1)[N:8]=[CH:7][CH:6]=[C:5]2Cl.B1(B2OC(C)(C)C(C)(C)O2)OC(C)(C)C(C)(C)O1.C([O-])(=O)C.[K+].[NH2:37][C:38]1[C:43]([S:44]([N:47]([CH3:49])[CH3:48])(=[O:46])=[O:45])=[CH:42][C:41](Br)=[CH:40][N:39]=1.C(=O)([O-])[O-].[K+].[K+].CC1(C)C(C)(C)OB([C:65]2[CH:70]=[CH:69][N:68]=[CH:67][CH:66]=2)O1. The catalyst is O1CCOCC1.C1C=CC(P(C2C=CC=CC=2)[C-]2C=CC=C2)=CC=1.C1C=CC(P(C2C=CC=CC=2)[C-]2C=CC=C2)=CC=1.Cl[Pd]Cl.[Fe+2]. The product is [NH2:37][C:38]1[C:43]([S:44]([N:47]([CH3:49])[CH3:48])(=[O:46])=[O:45])=[CH:42][C:41]([C:2]2[CH:3]=[C:4]3[C:9](=[C:10]([CH3:12])[CH:11]=2)[N:8]=[CH:7][CH:6]=[C:5]3[C:65]2[CH:70]=[CH:69][N:68]=[CH:67][CH:66]=2)=[CH:40][N:39]=1. The yield is 0.280. (7) The product is [CH3:1][N+:2]1[CH:6]=[CH:5][N:4]([CH3:7])[CH:3]=1.[CH3:7][O:8][C:9](=[O:14])[C:10]([O-:12])=[O:11]. The catalyst is C(#N)C. The reactants are [CH3:1][N:2]1[CH:6]=[CH:5][N:4]=[CH:3]1.[CH3:7][O:8][C:9](=[O:14])[C:10]([O:12]C)=[O:11]. The yield is 0.980. (8) The reactants are Cl[S:2]([C:5]1[CH:10]=[C:9]([CH3:11])[CH:8]=[CH:7][C:6]=1[S:12][C:13]1[C:21]2[C:20](=[O:22])[CH2:19][C:18]([CH3:24])([CH3:23])[CH2:17][C:16]=2[N:15]([CH2:25][C:26]([O:28][CH2:29][CH3:30])=[O:27])[C:14]=1[CH3:31])(=[O:4])=[O:3].[NH:32]1[CH2:36][CH2:35][CH2:34][CH2:33]1. The catalyst is ClCCl. The product is [CH3:31][C:14]1[N:15]([CH2:25][C:26]([O:28][CH2:29][CH3:30])=[O:27])[C:16]2[CH2:17][C:18]([CH3:24])([CH3:23])[CH2:19][C:20](=[O:22])[C:21]=2[C:13]=1[S:12][C:6]1[CH:7]=[CH:8][C:9]([CH3:11])=[CH:10][C:5]=1[S:2]([N:32]1[CH2:36][CH2:35][CH2:34][CH2:33]1)(=[O:4])=[O:3]. The yield is 0.228. (9) The yield is 0.530. The catalyst is S(=O)(=O)(O)O. The reactants are C([N:8](CC1C=CC=CC=1)[C:9]1[CH:10]=[N:11][C:12]([CH2:15][NH:16][CH2:17][CH2:18][O:19][CH3:20])=[CH:13][CH:14]=1)C1C=CC=CC=1.[OH-].[Na+]. The product is [CH3:20][O:19][CH2:18][CH2:17][NH:16][CH2:15][C:12]1[N:11]=[CH:10][C:9]([NH2:8])=[CH:14][CH:13]=1. (10) The reactants are [F:1][C:2]1[C:3]([C:8]2([CH2:12][N:13]([C:21]3[N:22]=[N:23][C:24]([CH:27]=O)=[CH:25][CH:26]=3)[C:14](=[O:20])[O:15][C:16]([CH3:19])([CH3:18])[CH3:17])[CH2:11][CH2:10][CH2:9]2)=[N:4][CH:5]=[CH:6][CH:7]=1.Cl.[NH2:30][OH:31].C([O-])(=O)C.[Na+].N1C=CC=CC=1.C1C(=O)N(Cl)C(=O)C1.[C:51]([O:55][CH3:56])(=[O:54])[C:52]#[CH:53]. The catalyst is C(O)C.O. The product is [CH3:56][O:55][C:51]([C:52]1[O:31][N:30]=[C:27]([C:24]2[N:23]=[N:22][C:21]([N:13]([C:14]([O:15][C:16]([CH3:17])([CH3:19])[CH3:18])=[O:20])[CH2:12][C:8]3([C:3]4[C:2]([F:1])=[CH:7][CH:6]=[CH:5][N:4]=4)[CH2:9][CH2:10][CH2:11]3)=[CH:26][CH:25]=2)[CH:53]=1)=[O:54]. The yield is 0.310.